From a dataset of Catalyst prediction with 721,799 reactions and 888 catalyst types from USPTO. Predict which catalyst facilitates the given reaction. (1) Reactant: [CH:1]1([NH:6][C:7]2[CH:8]=[C:9]([F:25])[CH:10]=[C:11]3[C:15]=2[NH:14][C:13]([C:16]2[S:17][CH2:18][C@@H:19]([CH2:21][C:22]([OH:24])=[O:23])[N:20]=2)=[CH:12]3)[CH2:5][CH2:4][CH2:3][CH2:2]1.[C:26](Cl)(=O)[CH3:27]. Product: [CH2:26]([O:23][C:22](=[O:24])[CH2:21][C@@H:19]1[CH2:18][S:17][C:16]([C:13]2[NH:14][C:15]3[C:11]([CH:12]=2)=[CH:10][C:9]([F:25])=[CH:8][C:7]=3[NH:6][CH:1]2[CH2:2][CH2:3][CH2:4][CH2:5]2)=[N:20]1)[CH3:27]. The catalyst class is: 162. (2) Reactant: [C:1]1([CH2:7][S:8]([C:11]2[CH:12]=[C:13]3[C:17](=[CH:18][CH:19]=2)[NH:16][C:15](=[O:20])[CH2:14]3)(=[O:10])=[O:9])[CH:6]=[CH:5][CH:4]=[CH:3][CH:2]=1.[CH3:21][S:22]([C:25]1[C:26]([C:33]2[CH:38]=[CH:37][CH:36]=[CH:35][CH:34]=2)=[C:27]([CH:31]=O)[NH:28][C:29]=1[CH3:30])(=[O:24])=[O:23].CC1(C)C(C)(C)OB(C2C=CC=C3C=2C=CN3)O1.N1CCCCC1. Product: [CH3:21][S:22]([C:25]1[C:26]([C:33]2[CH:38]=[CH:37][CH:36]=[CH:35][CH:34]=2)=[C:27](/[CH:31]=[C:14]2\[C:15](=[O:20])[NH:16][C:17]3[C:13]\2=[CH:12][C:11]([S:8]([CH2:7][C:1]2[CH:2]=[CH:3][CH:4]=[CH:5][CH:6]=2)(=[O:10])=[O:9])=[CH:19][CH:18]=3)[NH:28][C:29]=1[CH3:30])(=[O:24])=[O:23]. The catalyst class is: 8. (3) Reactant: C1(C)C=CC(S(O[CH2:11][CH2:12][O:13][CH3:14])(=O)=O)=CC=1.[F:16][C:17]([F:21])([F:20])[CH2:18][OH:19]. Product: [F:16][C:17]([F:21])([F:20])[CH2:18][O:19][CH2:14][O:13][CH2:12][CH3:11]. The catalyst class is: 16. (4) Reactant: [Br-:1].[Br-].[Br-].C([N+](CCCC)(CCCC)CCCC)CCC.C([N+](CCCC)(CCCC)CCCC)CCC.C([N+](CCCC)(CCCC)CCCC)CCC.[CH2:55]([CH:63]1[C:70]2[CH:69]=[C:68]([C:71]([O:73]C)=[O:72])[NH:67][C:66]=2[CH2:65][CH2:64]1)[CH2:56][C:57]1[CH:62]=[CH:61][CH:60]=[CH:59][CH:58]=1. Product: [Br:1][C:69]1[C:70]2[CH:63]([CH2:55][CH2:56][C:57]3[CH:62]=[CH:61][CH:60]=[CH:59][CH:58]=3)[CH2:64][CH2:65][C:66]=2[NH:67][C:68]=1[C:71]([OH:73])=[O:72]. The catalyst class is: 47.